From a dataset of Catalyst prediction with 721,799 reactions and 888 catalyst types from USPTO. Predict which catalyst facilitates the given reaction. (1) Reactant: Br[C:2]1[S:6][C:5]([C:7]2[CH:12]=[CH:11][CH:10]=[CH:9][CH:8]=2)=[N:4][C:3]=1[C:13]([O:15][CH2:16][CH3:17])=[O:14].[CH2:18]([O:21][CH:22]1[CH2:27][CH2:26][CH2:25][CH2:24][O:23]1)[C:19]#[CH:20].C(N(CC)CC)C.O. Product: [C:7]1([C:5]2[S:6][C:2]([C:20]#[C:19][CH2:18][O:21][CH:22]3[CH2:27][CH2:26][CH2:25][CH2:24][O:23]3)=[C:3]([C:13]([O:15][CH2:16][CH3:17])=[O:14])[N:4]=2)[CH:12]=[CH:11][CH:10]=[CH:9][CH:8]=1. The catalyst class is: 540. (2) The catalyst class is: 1. Product: [CH2:22]([C:19]1[S:18][C:17]([C:9]2[O:8][C:7]3[CH:6]=[CH:5][CH:4]=[C:3]([O:2][CH3:1])[C:11]=3[CH:10]=2)=[CH:21][CH:20]=1)[CH3:23]. Reactant: [CH3:1][O:2][C:3]1[C:11]2[CH:10]=[C:9]([Sn](C)(C)C)[O:8][C:7]=2[CH:6]=[CH:5][CH:4]=1.Br[C:17]1[S:18][C:19]([CH2:22][CH3:23])=[CH:20][CH:21]=1.C(OCC)(=O)C.